Dataset: TCR-epitope binding with 47,182 pairs between 192 epitopes and 23,139 TCRs. Task: Binary Classification. Given a T-cell receptor sequence (or CDR3 region) and an epitope sequence, predict whether binding occurs between them. (1) The epitope is TPQDLNTML. The TCR CDR3 sequence is CASSSRSQVEQYF. Result: 0 (the TCR does not bind to the epitope). (2) The epitope is RLRAEAQVK. The TCR CDR3 sequence is CASSRDRGEDTQYF. Result: 1 (the TCR binds to the epitope). (3) The epitope is FADDLNQLTGY. The TCR CDR3 sequence is CASSFYRDGDHQPQHF. Result: 0 (the TCR does not bind to the epitope). (4) The epitope is LPPIVAKEI. The TCR CDR3 sequence is CASSSRGGQEQYF. Result: 1 (the TCR binds to the epitope). (5) The epitope is SLVKPSFYV. The TCR CDR3 sequence is CASSEGGTAYYEQYF. Result: 1 (the TCR binds to the epitope). (6) The epitope is ILGLPTQTV. The TCR CDR3 sequence is CASSLIGPREQFF. Result: 1 (the TCR binds to the epitope). (7) The epitope is GVAMPNLYK. The TCR CDR3 sequence is CASSARTGVGYGYTF. Result: 0 (the TCR does not bind to the epitope). (8) The epitope is RAKFKQLL. The TCR CDR3 sequence is CASSARSSTEQYF. Result: 1 (the TCR binds to the epitope). (9) Result: 1 (the TCR binds to the epitope). The epitope is MPASWVMRI. The TCR CDR3 sequence is CASLTASEQYF. (10) The epitope is EILDITPCSF. The TCR CDR3 sequence is CASRIGNGNTIYF. Result: 0 (the TCR does not bind to the epitope).